Dataset: Peptide-MHC class II binding affinity with 134,281 pairs from IEDB. Task: Regression. Given a peptide amino acid sequence and an MHC pseudo amino acid sequence, predict their binding affinity value. This is MHC class II binding data. (1) The peptide sequence is MRCVGVGNRDFVEGL. The MHC is DRB1_0301 with pseudo-sequence DRB1_0301. The binding affinity (normalized) is 0.202. (2) The peptide sequence is GELQFVDKIDAAFKI. The MHC is DRB1_1302 with pseudo-sequence DRB1_1302. The binding affinity (normalized) is 0.597. (3) The peptide sequence is QITKIQNFRVYYRDSRDPIW. The MHC is HLA-DPA10201-DPB10501 with pseudo-sequence HLA-DPA10201-DPB10501. The binding affinity (normalized) is 0.812. (4) The peptide sequence is SRAEVSYVHVNGAKF. The MHC is DRB1_1101 with pseudo-sequence DRB1_1101. The binding affinity (normalized) is 0.610. (5) The peptide sequence is FGTMPSLTLACLTKQ. The MHC is DRB1_1501 with pseudo-sequence DRB1_1501. The binding affinity (normalized) is 0.329.